This data is from Forward reaction prediction with 1.9M reactions from USPTO patents (1976-2016). The task is: Predict the product of the given reaction. (1) The product is: [F:20][C:5]1[C:6]([F:19])=[C:7]([C@H:10]2[CH2:11][CH2:12][C@H:13]([CH2:16][CH2:17][CH3:18])[CH2:14][CH2:15]2)[CH:8]=[CH:9][C:4]=1[OH:3]. Given the reactants C([O:3][C:4]1[CH:9]=[CH:8][C:7]([C@H:10]2[CH2:15][CH2:14][C@H:13]([CH2:16][CH2:17][CH3:18])[CH2:12][CH2:11]2)=[C:6]([F:19])[C:5]=1[F:20])C.Br.C(O)(=O)C.O, predict the reaction product. (2) The product is: [Br:1][C:2]1[CH:10]=[C:9]2[C:5]([CH:6]=[C:7]([CH2:11][OH:12])[NH:8]2)=[CH:4][CH:3]=1. Given the reactants [Br:1][C:2]1[CH:10]=[C:9]2[C:5]([CH:6]=[C:7]([C:11](O)=[O:12])[NH:8]2)=[CH:4][CH:3]=1.[H-].[H-].[H-].[H-].[Li+].[Al+3], predict the reaction product. (3) Given the reactants [F:1][C@H:2]1[C@@:7]([CH3:9])([OH:8])[CH2:6][CH2:5][N:4]([C:10]2[N:15]=[C:14]([NH:16][C:17]3[N:22]=[CH:21][C:20]4[N:23]=[C:24]([C@H:32]([O:34]C5CCCCO5)[CH3:33])[N:25]([C@@H:26]([CH3:31])[C:27]([F:30])([F:29])[F:28])[C:19]=4[CH:18]=3)[CH:13]=[CH:12][N:11]=2)[CH2:3]1.FC(F)(F)C(O)=O.C1(C)C=CC=CC=1, predict the reaction product. The product is: [F:1][C@H:2]1[C@@:7]([CH3:9])([OH:8])[CH2:6][CH2:5][N:4]([C:10]2[N:15]=[C:14]([NH:16][C:17]3[N:22]=[CH:21][C:20]4[N:23]=[C:24]([C@H:32]([OH:34])[CH3:33])[N:25]([C@@H:26]([CH3:31])[C:27]([F:30])([F:29])[F:28])[C:19]=4[CH:18]=3)[CH:13]=[CH:12][N:11]=2)[CH2:3]1. (4) Given the reactants [F:1][B-](F)(F)F.N#[O+].[CH3:8][O:9][C:10](=[O:34])[C:11]1[CH:23]=[C:22]([C:24]2([C:29]3[O:30][CH:31]=[CH:32][CH:33]=3)SCCS2)[CH:21]=[C:13]([C:14]([N:16]([CH3:20])[CH2:17][CH2:18][CH3:19])=[O:15])[CH:12]=1.C1C=CN=CC=1.[FH:41], predict the reaction product. The product is: [CH3:8][O:9][C:10](=[O:34])[C:11]1[CH:23]=[C:22]([C:24]([F:1])([F:41])[C:29]2[O:30][CH:31]=[CH:32][CH:33]=2)[CH:21]=[C:13]([C:14]([N:16]([CH3:20])[CH2:17][CH2:18][CH3:19])=[O:15])[CH:12]=1. (5) Given the reactants [F:1][C:2]1([C:8]2[S:9][CH:10]=[C:11]([CH3:13])[N:12]=2)[CH2:7][CH2:6][O:5][CH2:4][CH2:3]1.C(Cl)(Cl)(Cl)Cl.C1C(=O)N([Br:26])C(=O)C1.C(OOC(=O)C1C=CC=CC=1)(=O)C1C=CC=CC=1, predict the reaction product. The product is: [Br:26][CH2:13][C:11]1[N:12]=[C:8]([C:2]2([F:1])[CH2:7][CH2:6][O:5][CH2:4][CH2:3]2)[S:9][CH:10]=1. (6) Given the reactants [CH2:1]([O:3][C:4]([C:6]1[O:7][C:8]2[CH:14]=[CH:13][C:12]([OH:15])=[CH:11][C:9]=2[CH:10]=1)=[O:5])[CH3:2].[CH:16]([N:19]1[CH2:24][CH2:23][CH:22](O)[CH2:21][CH2:20]1)([CH3:18])[CH3:17].C1(P(C2C=CC=CC=2)C2C=CC=CC=2)C=CC=CC=1.CC(OC(/N=N/C(OC(C)C)=O)=O)C, predict the reaction product. The product is: [CH2:1]([O:3][C:4]([C:6]1[O:7][C:8]2[CH:14]=[CH:13][C:12]([O:15][CH:22]3[CH2:23][CH2:24][N:19]([CH:16]([CH3:18])[CH3:17])[CH2:20][CH2:21]3)=[CH:11][C:9]=2[CH:10]=1)=[O:5])[CH3:2]. (7) Given the reactants [C:1]([CH:4]1[C:9](=O)[CH2:8][CH2:7][N:6]([C:11]([O:13][C:14]([CH3:17])([CH3:16])[CH3:15])=[O:12])[CH2:5]1)(=O)[CH3:2].[Cl:18][C:19]1[CH:20]=[C:21]([C:29]2[S:33][C:32](=[N:34][NH2:35])[NH:31][N:30]=2)[CH:22]=[CH:23][C:24]=1[O:25][CH:26]([CH3:28])[CH3:27].C(O)(=O)C, predict the reaction product. The product is: [Cl:18][C:19]1[CH:20]=[C:21]([C:29]2[S:33][C:32]([N:34]3[C:1]([CH3:2])=[C:4]4[CH2:5][N:6]([C:11]([O:13][C:14]([CH3:17])([CH3:16])[CH3:15])=[O:12])[CH2:7][CH2:8][C:9]4=[N:35]3)=[N:31][N:30]=2)[CH:22]=[CH:23][C:24]=1[O:25][CH:26]([CH3:28])[CH3:27]. (8) Given the reactants [CH:1]([C:3]1[S:7][C:6]([C:8]([O:10][CH2:11][CH3:12])=[O:9])=[CH:5][CH:4]=1)=[O:2].[CH3:13][C:14](=[N:18]O)[C:15](=O)[CH3:16].[ClH:20].C(OCC)(=O)C, predict the reaction product. The product is: [Cl:20][CH2:13][C:14]1[N:18]=[C:1]([C:3]2[S:7][C:6]([C:8]([O:10][CH2:11][CH3:12])=[O:9])=[CH:5][CH:4]=2)[O:2][C:15]=1[CH3:16]. (9) Given the reactants [C:1]([NH:4][C:5]([CH2:16][CH2:17][C:18]1[CH:23]=[CH:22][C:21]([S:24][C:25]2[CH:30]=[CH:29][C:28]([C:31](=O)[CH2:32][O:33][C:34](=O)[CH2:35][CH2:36][CH3:37])=[CH:27][CH:26]=2)=[CH:20][CH:19]=1)([C:11]([O:13][CH2:14][CH3:15])=[O:12])[C:6]([O:8][CH2:9][CH3:10])=[O:7])(=[O:3])[CH3:2].C([NH2:43])(=O)C.B(F)(F)F.CCOCC, predict the reaction product. The product is: [C:1]([NH:4][C:5]([CH2:16][CH2:17][C:18]1[CH:19]=[CH:20][C:21]([S:24][C:25]2[CH:30]=[CH:29][C:28]([C:31]3[N:43]=[C:34]([CH2:35][CH2:36][CH3:37])[O:33][CH:32]=3)=[CH:27][CH:26]=2)=[CH:22][CH:23]=1)([C:11]([O:13][CH2:14][CH3:15])=[O:12])[C:6]([O:8][CH2:9][CH3:10])=[O:7])(=[O:3])[CH3:2].